Predict the reactants needed to synthesize the given product. From a dataset of Full USPTO retrosynthesis dataset with 1.9M reactions from patents (1976-2016). (1) Given the product [O:1]=[C:2]1[NH:7][C:6]([NH:8][C:9]2[CH:14]=[CH:13][C:12]([N:15]3[CH2:16][CH2:17][CH2:18][CH2:19][CH2:20]3)=[CH:11][CH:10]=2)=[N:5][CH:4]=[C:3]1[C:21]([OH:23])=[O:22], predict the reactants needed to synthesize it. The reactants are: [O:1]=[C:2]1[NH:7][C:6]([NH:8][C:9]2[CH:14]=[CH:13][C:12]([N:15]3[CH2:20][CH2:19][CH2:18][CH2:17][CH2:16]3)=[CH:11][CH:10]=2)=[N:5][CH:4]=[C:3]1[C:21]([O:23]CC)=[O:22].[OH-].[Na+]. (2) Given the product [N+:1]([C:4]1[CH:5]=[C:6]([CH:10]=[C:11]([C:13]([F:16])([F:15])[F:14])[CH:12]=1)[C:7]([Cl:19])=[O:8])([O-:3])=[O:2], predict the reactants needed to synthesize it. The reactants are: [N+:1]([C:4]1[CH:5]=[C:6]([CH:10]=[C:11]([C:13]([F:16])([F:15])[F:14])[CH:12]=1)[C:7](O)=[O:8])([O-:3])=[O:2].O=S(Cl)[Cl:19].CC(=O)OCC.